From a dataset of Full USPTO retrosynthesis dataset with 1.9M reactions from patents (1976-2016). Predict the reactants needed to synthesize the given product. (1) Given the product [Cl:21][C:18]1[C:19]2[C:14]([CH:15]=[CH:16][CH:17]=1)=[N:13][N:12]([CH2:8][CH2:9][C:10]#[C:11][C:2]1[CH:7]=[CH:6][CH:5]=[CH:4][N:3]=1)[CH:20]=2, predict the reactants needed to synthesize it. The reactants are: Br[C:2]1[CH:7]=[CH:6][CH:5]=[CH:4][N:3]=1.[CH2:8]([N:12]1[CH:20]=[C:19]2[C:14]([CH:15]=[CH:16][CH:17]=[C:18]2[Cl:21])=[N:13]1)[CH2:9][C:10]#[CH:11]. (2) Given the product [F:37][C:31]1[CH:32]=[C:33]([F:36])[CH:34]=[CH:35][C:30]=1[C:28]([C:27]1[CH:3]=[CH:2][C:1](=[O:5])[N:23]2[C:24]([CH2:25][CH3:26])=[C:20]([CH2:18][CH3:19])[NH:21][C:22]=12)=[O:29], predict the reactants needed to synthesize it. The reactants are: [C:1]([OH:5])(=O)[C:2]#[CH:3].N1(C(N2C=CN=C2)=O)C=CN=C1.[CH2:18]([C:20]1[N:21]=[C:22]([CH2:27][C:28]([C:30]2[CH:35]=[CH:34][C:33]([F:36])=[CH:32][C:31]=2[F:37])=[O:29])[NH:23][C:24]=1[CH2:25][CH3:26])[CH3:19]. (3) Given the product [C:1]([C:3]1[C:4](=[O:36])[C:5]([CH3:35])([CH3:34])[C@H:6]2[C@:23]([CH3:25])([CH:24]=1)[C:22]1[C@:9]([CH3:33])([C@@:10]3([CH3:32])[C@H:19]([C:20](=[O:26])[CH:21]=1)[C@H:18]1[C@:13]([CH3:31])([CH2:14][CH2:15][C@:16]([CH3:30])([C:27]([OH:29])=[O:28])[CH2:17]1)[CH2:12][CH2:11]3)[CH2:8][CH2:7]2)#[N:2], predict the reactants needed to synthesize it. The reactants are: [C:1]([C:3]1[CH2:24][C@@:23]2([CH3:25])[C@@H:6]([CH2:7][CH2:8][C@:9]3([CH3:33])[C:22]2=[CH:21][C:20](=[O:26])[C@H:19]2[C@@:10]3([CH3:32])[CH2:11][CH2:12][C@:13]3([CH3:31])[C@H:18]2[CH2:17][C@@:16]([CH3:30])([C:27]([OH:29])=[O:28])[CH2:15][CH2:14]3)[C:5]([CH3:35])([CH3:34])[C:4]=1[OH:36])#[N:2].BrN1C(C)(C)C(=O)N(Br)C1=O.N1C=CC=CC=1. (4) Given the product [CH3:14][O:13][C:10]1[N:9]=[CH:8][C:7]([C:4](=[O:6])[CH2:5][C:15](=[O:20])[C:16]([O:18][CH3:19])=[O:17])=[CH:12][CH:11]=1, predict the reactants needed to synthesize it. The reactants are: C[O-].[Na+].[C:4]([C:7]1[CH:8]=[N:9][C:10]([O:13][CH3:14])=[CH:11][CH:12]=1)(=[O:6])[CH3:5].[C:15](OC)(=[O:20])[C:16]([O:18][CH3:19])=[O:17]. (5) The reactants are: [Cl:1][C:2]1[CH:3]=[C:4]2[C:9](=[CH:10][CH:11]=1)[N:8]=[CH:7][CH:6]=[C:5]2[CH2:12][N:13]1[C:21]([C:22]2[N:26]([CH3:27])[CH:25]=[C:24]([C:28]([OH:30])=O)[CH:23]=2)=[C:20]2[C:15]([N:16]([CH2:34][CH:35]([CH3:37])[CH3:36])[C:17](=[O:33])[N:18]([CH3:32])[C:19]2=[O:31])=[N:14]1.N.[C:39](P(=O)(OCC)OCC)#[N:40]. Given the product [Cl:1][C:2]1[CH:3]=[C:4]2[C:9](=[CH:10][CH:11]=1)[N:8]=[CH:7][CH:6]=[C:5]2[CH2:12][N:13]1[C:21]([C:22]2[N:26]([CH3:27])[CH:25]=[C:24]([C:28]([NH:40][CH3:39])=[O:30])[CH:23]=2)=[C:20]2[C:15]([N:16]([CH2:34][CH:35]([CH3:36])[CH3:37])[C:17](=[O:33])[N:18]([CH3:32])[C:19]2=[O:31])=[N:14]1, predict the reactants needed to synthesize it. (6) Given the product [CH2:1]([C:3]1[CH:4]=[N:5][C:6]([NH:9][CH2:10][CH2:11][C:12]2[CH:13]=[CH:14][C:15]([O:18][CH:20]([CH3:26])[C:21]([O:23][CH2:24][CH3:25])=[O:22])=[CH:16][CH:17]=2)=[N:7][CH:8]=1)[CH3:2], predict the reactants needed to synthesize it. The reactants are: [CH2:1]([C:3]1[CH:4]=[N:5][C:6]([NH:9][CH2:10][CH2:11][C:12]2[CH:17]=[CH:16][C:15]([OH:18])=[CH:14][CH:13]=2)=[N:7][CH:8]=1)[CH3:2].Br[CH:20]([CH3:26])[C:21]([O:23][CH2:24][CH3:25])=[O:22].C([O-])([O-])=O.[Cs+].[Cs+]. (7) Given the product [CH2:1]([N:3]([CH2:16][CH3:17])[C:4](=[O:15])[C:5]1[CH:10]=[CH:9][C:8]([N+:11]([O-:13])=[O:12])=[C:7]([O:24][C:18]2[CH:23]=[CH:22][CH:21]=[CH:20][CH:19]=2)[CH:6]=1)[CH3:2], predict the reactants needed to synthesize it. The reactants are: [CH2:1]([N:3]([CH2:16][CH3:17])[C:4](=[O:15])[C:5]1[CH:10]=[CH:9][C:8]([N+:11]([O-:13])=[O:12])=[C:7](F)[CH:6]=1)[CH3:2].[C:18]1([OH:24])[CH:23]=[CH:22][CH:21]=[CH:20][CH:19]=1.C([O-])([O-])=O.[Cs+].[Cs+].CN(C=O)C. (8) Given the product [Br:8][C:6]1[N:7]=[C:2]([NH:17][CH2:16][CH:13]2[CH2:14][CH2:15][O:10][CH2:11][CH2:12]2)[C:3]([Cl:9])=[N:4][CH:5]=1, predict the reactants needed to synthesize it. The reactants are: Br[C:2]1[C:3]([Cl:9])=[N:4][CH:5]=[C:6]([Br:8])[N:7]=1.[O:10]1[CH2:15][CH2:14][CH:13]([CH2:16][NH2:17])[CH2:12][CH2:11]1.